The task is: Predict which catalyst facilitates the given reaction.. This data is from Catalyst prediction with 721,799 reactions and 888 catalyst types from USPTO. (1) Product: [CH3:27][O:26][N:25]([CH3:24])[C:15](=[O:17])/[CH:14]=[C:13](/[C:10]1[CH:9]=[CH:8][C:7]([O:6][CH2:5][CH2:4][CH2:3][C:2]([F:1])([F:21])[F:22])=[CH:12][CH:11]=1)\[CH3:20]. Reactant: [F:1][C:2]([F:22])([F:21])[CH2:3][CH2:4][CH2:5][O:6][C:7]1[CH:12]=[CH:11][C:10](/[C:13](/[CH3:20])=[CH:14]/[C:15]([O:17]CC)=O)=[CH:9][CH:8]=1.Cl.[CH3:24][NH:25][O:26][CH3:27].C(Cl)(Cl)Cl.C(=O)=O.C([Mg]Cl)(C)C.[NH4+].[Cl-]. The catalyst class is: 20. (2) Reactant: O=[C:2]([CH2:8][C:9](OC)=O)[CH2:3][C:4](OC)=O.BrC[C:15]1[CH:20]=[CH:19][CH:18]=[CH:17][C:16]=1CBr.C[O-].[Na+]. Product: [CH2:2]1[C:8]2=[CH:9][CH:19]=[CH:20][CH:15]=[CH:16][C:17]2=[CH:18][CH:4]=[CH:3]1. The catalyst class is: 36. (3) Reactant: [NH2:1]/[C:2](/[CH2:9][O:10][CH2:11][CH2:12][N:13]1[C:17](=[O:18])[C:16]2=[CH:19][CH:20]=[CH:21][CH:22]=[C:15]2[C:14]1=[O:23])=[CH:3]\[C:4]([O:6][CH2:7][CH3:8])=[O:5].[Cl:24][C:25]1[CH:39]=[CH:38][CH:37]=[CH:36][C:26]=1[CH:27]=[C:28]([C:33]([CH3:35])=O)[C:29]([O:31][CH3:32])=[O:30]. Product: [Cl:24][C:25]1[CH:39]=[CH:38][CH:37]=[CH:36][C:26]=1[CH:27]1[C:28]([C:29]([O:31][CH3:32])=[O:30])=[C:33]([CH3:35])[NH:1][C:2]([CH2:9][O:10][CH2:11][CH2:12][N:13]2[C:14](=[O:23])[C:15]3=[CH:22][CH:21]=[CH:20][CH:19]=[C:16]3[C:17]2=[O:18])=[C:3]1[C:4]([O:6][CH2:7][CH3:8])=[O:5]. The catalyst class is: 8. (4) Reactant: [CH2:1]([C@@H:3]1[CH2:24][O:23][C:6]2=[C:7]3[C:12](=[CH:13][CH:14]=[C:5]2[N:4]1[CH2:25][C:26](=[CH2:28])[CH3:27])[N:11]=[C:10]([O:15][CH:16]([CH3:18])[CH3:17])[CH:9]=[C:8]3[C:19]([F:22])([F:21])[F:20])[CH3:2].CCN(CC)CC. Product: [CH2:1]([C@@H:3]1[CH2:24][O:23][C:6]2=[C:7]3[C:12](=[CH:13][CH:14]=[C:5]2[N:4]1[CH2:25][CH:26]([CH3:27])[CH3:28])[N:11]=[C:10]([O:15][CH:16]([CH3:18])[CH3:17])[CH:9]=[C:8]3[C:19]([F:21])([F:20])[F:22])[CH3:2]. The catalyst class is: 99. (5) Reactant: [CH3:1][O:2][C:3]1[CH:8]=[CH:7][C:6]([C:9]([O:11][CH3:12])=[O:10])=[CH:5][C:4]=1[NH:13][CH:14]=[C:15]([C:21]([O:23]CC)=O)[C:16]([O:18][CH2:19][CH3:20])=[O:17]. Product: [CH3:1][O:2][C:3]1[C:4]2[NH:13][CH:14]=[C:15]([C:16]([O:18][CH2:19][CH3:20])=[O:17])[C:21](=[O:23])[C:5]=2[C:6]([C:9]([O:11][CH3:12])=[O:10])=[CH:7][CH:8]=1. The catalyst class is: 736.